The task is: Predict the reactants needed to synthesize the given product.. This data is from Full USPTO retrosynthesis dataset with 1.9M reactions from patents (1976-2016). (1) Given the product [NH2:1][C:2]1[C:7]([C:8](=[O:9])[C:10]2[C:11]([O:18][CH3:19])=[CH:12][CH:13]=[CH:14][C:15]=2[O:16][CH3:17])=[CH:6][N:5]=[C:4]([NH:24][CH:25]2[CH2:30][CH2:29][N:28]([C:31](=[O:33])[CH3:32])[CH2:27][CH2:26]2)[N:3]=1, predict the reactants needed to synthesize it. The reactants are: [NH2:1][C:2]1[C:7]([C:8]([C:10]2[C:15]([O:16][CH3:17])=[CH:14][CH:13]=[CH:12][C:11]=2[O:18][CH3:19])=[O:9])=[CH:6][N:5]=[C:4](S(CC)=O)[N:3]=1.[NH2:24][CH:25]1[CH2:30][CH2:29][N:28]([C:31](=[O:33])[CH3:32])[CH2:27][CH2:26]1. (2) Given the product [CH3:1][C:2]1[N:3]=[C:4]([CH3:21])[C:5]2[N:6]([CH:8]=[C:9]([NH:11][C:12](=[O:20])[C:13]3[CH:18]=[CH:17][C:16]([N:22]4[CH2:27][CH2:26][NH:25][CH2:24][CH2:23]4)=[CH:15][CH:14]=3)[N:10]=2)[CH:7]=1, predict the reactants needed to synthesize it. The reactants are: [CH3:1][C:2]1[N:3]=[C:4]([CH3:21])[C:5]2[N:6]([CH:8]=[C:9]([NH:11][C:12](=[O:20])[C:13]3[CH:18]=[CH:17][C:16](F)=[CH:15][CH:14]=3)[N:10]=2)[CH:7]=1.[NH:22]1[CH2:27][CH2:26][NH:25][CH2:24][CH2:23]1. (3) Given the product [Cl:1][C:2]1[CH:3]=[C:4]([C:5]([N:29]2[CH2:28][CH2:27][N:26]([C:32]([O:34][C:35]([CH3:38])([CH3:37])[CH3:36])=[O:33])[CH2:31][CH2:30]2)=[O:7])[CH:8]=[CH:9][CH:10]=1, predict the reactants needed to synthesize it. The reactants are: [Cl:1][C:2]1[CH:3]=[C:4]([CH:8]=[CH:9][CH:10]=1)[C:5]([OH:7])=O.ClCCl.Cl.CN(C)CCCN=C=NCC.[N:26]1([C:32]([O:34][C:35]([CH3:38])([CH3:37])[CH3:36])=[O:33])[CH2:31][CH2:30][NH:29][CH2:28][CH2:27]1. (4) Given the product [CH:1]1([C:4]2[C:11]([N+:13]([O-:15])=[O:14])=[CH:10][C:7]([C:8]#[N:9])=[C:6]([OH:12])[N:5]=2)[CH2:2][CH2:3]1, predict the reactants needed to synthesize it. The reactants are: [CH:1]1([C:4]2[CH:11]=[CH:10][C:7]([C:8]#[N:9])=[C:6]([OH:12])[N:5]=2)[CH2:3][CH2:2]1.[N+:13]([O-])([OH:15])=[O:14]. (5) Given the product [O:1]1[C:5]2[CH:6]=[CH:7][C:8]([O:10][C:11]3[CH:16]=[C:15]([CH3:17])[C:14]([C:18]4[N:23]=[C:24]([NH2:26])[S:25][CH:19]=4)=[C:13]([CH3:22])[CH:12]=3)=[CH:9][C:4]=2[O:3][CH2:2]1, predict the reactants needed to synthesize it. The reactants are: [O:1]1[C:5]2[CH:6]=[CH:7][C:8]([O:10][C:11]3[CH:16]=[C:15]([CH3:17])[C:14]([C:18](=O)[CH2:19]Br)=[C:13]([CH3:22])[CH:12]=3)=[CH:9][C:4]=2[O:3][CH2:2]1.[NH2:23][C:24]([NH2:26])=[S:25].